From a dataset of Full USPTO retrosynthesis dataset with 1.9M reactions from patents (1976-2016). Predict the reactants needed to synthesize the given product. (1) Given the product [C:13]([O:12][C:10]([N:7]1[CH2:8][CH2:9][CH:5]([CH2:4][C:3]([OH:17])=[O:2])[CH2:6]1)=[O:11])([CH3:16])([CH3:14])[CH3:15], predict the reactants needed to synthesize it. The reactants are: C[O:2][C:3](=[O:17])[CH2:4][CH:5]1[CH2:9][CH2:8][N:7]([C:10]([O:12][C:13]([CH3:16])([CH3:15])[CH3:14])=[O:11])[CH2:6]1.[OH-].[Na+]. (2) Given the product [C:1]1([C:18]2[CH:23]=[CH:22][CH:21]=[CH:20][CH:19]=2)[CH:6]=[CH:5][CH:4]=[CH:3][C:2]=1[CH2:7][N:8]1[C:12]([CH3:13])=[C:11]([C:14]([OH:16])=[O:15])[N:10]=[N:9]1, predict the reactants needed to synthesize it. The reactants are: [C:1]1([C:18]2[CH:23]=[CH:22][CH:21]=[CH:20][CH:19]=2)[CH:6]=[CH:5][CH:4]=[CH:3][C:2]=1[CH2:7][N:8]1[C:12]([CH3:13])=[C:11]([C:14]([O:16]C)=[O:15])[N:10]=[N:9]1.[OH-].[Na+].